Dataset: Catalyst prediction with 721,799 reactions and 888 catalyst types from USPTO. Task: Predict which catalyst facilitates the given reaction. (1) Product: [C:1]([C:5]1[CH:10]=[CH:9][CH:8]=[CH:7][C:6]=1[N:11]1[CH2:16][CH2:15][N:14]([C:17]([C:19]2[CH:23]=[C:22]([O:24][CH2:25][C:26]([OH:28])=[O:27])[N:21]([CH3:30])[N:20]=2)=[O:18])[CH2:13][CH2:12]1)([CH3:4])([CH3:2])[CH3:3]. The catalyst class is: 83. Reactant: [C:1]([C:5]1[CH:10]=[CH:9][CH:8]=[CH:7][C:6]=1[N:11]1[CH2:16][CH2:15][N:14]([C:17]([C:19]2[CH:23]=[C:22]([O:24][CH2:25][C:26]([O:28]C)=[O:27])[N:21]([CH3:30])[N:20]=2)=[O:18])[CH2:13][CH2:12]1)([CH3:4])([CH3:3])[CH3:2].[OH-].[Na+]. (2) Reactant: C(=O)(O)[O-].[Na+].[N:6]#[C:7]Br.[Si:9]([O:16][CH2:17][CH2:18][NH:19][C:20]1[CH:25]=[CH:24][C:23]([N:26]2[C:34](=[O:35])[C:33]3[C:28](=[CH:29][CH:30]=[CH:31][C:32]=3[NH:36][C:37]([C:39]3[S:40][C:41]([Cl:44])=[CH:42][CH:43]=3)=[O:38])[C:27]2=[O:45])=[CH:22][CH:21]=1)([C:12]([CH3:15])([CH3:14])[CH3:13])([CH3:11])[CH3:10].O.ClCCl. Product: [Si:9]([O:16][CH2:17][CH2:18][N:19]([C:7]#[N:6])[C:20]1[CH:21]=[CH:22][C:23]([N:26]2[C:34](=[O:35])[C:33]3[C:28](=[CH:29][CH:30]=[CH:31][C:32]=3[NH:36][C:37]([C:39]3[S:40][C:41]([Cl:44])=[CH:42][CH:43]=3)=[O:38])[C:27]2=[O:45])=[CH:24][CH:25]=1)([C:12]([CH3:15])([CH3:13])[CH3:14])([CH3:11])[CH3:10]. The catalyst class is: 7. (3) Reactant: [S:1]1[CH:5]=[CH:4][C:3](B(O)O)=[CH:2]1.O.O=[CH:11][C:12]([OH:14])=[O:13].[NH:15]1[CH2:20][CH2:19][CH2:18][CH2:17][CH2:16]1. Product: [N:15]1([CH:11]([C:3]2[CH:4]=[CH:5][S:1][CH:2]=2)[C:12]([OH:14])=[O:13])[CH2:20][CH2:19][CH2:18][CH2:17][CH2:16]1. The catalyst class is: 10. (4) Reactant: [F:1][C:2]1[CH:28]=[C:27]([F:29])[CH:26]=[CH:25][C:3]=1[CH2:4][O:5][C:6]1[CH:11]=[C:10]([CH3:12])[N:9]([CH2:13][C:14]2[CH:23]=[CH:22][C:17]([C:18](OC)=[O:19])=[CH:16][N:15]=2)[C:8](=[O:24])[CH:7]=1.[H-].[Al+3].[Li+].[H-].[H-].[H-].S([O-])(O)(=O)=O.[K+]. Product: [F:1][C:2]1[CH:28]=[C:27]([F:29])[CH:26]=[CH:25][C:3]=1[CH2:4][O:5][C:6]1[CH:11]=[C:10]([CH3:12])[N:9]([CH2:13][C:14]2[CH:23]=[CH:22][C:17]([CH2:18][OH:19])=[CH:16][N:15]=2)[C:8](=[O:24])[CH:7]=1. The catalyst class is: 7. (5) Reactant: [NH2:1][C:2]1[N:7]=[CH:6][N:5]=[C:4]2[N:8]([C@H:31]3[CH2:36][CH2:35][C@H:34]([N:37]4[CH2:42][CH2:41][N:40]([CH3:43])[CH2:39][CH2:38]4)[CH2:33][CH2:32]3)[N:9]=[C:10]([C:11]3[CH:16]=[CH:15][C:14]([NH:17][C:18]([C:20]4[NH:21][C:22]5[C:27]([CH:28]=4)=[CH:26][CH:25]=[CH:24][CH:23]=5)=[O:19])=[C:13]([O:29][CH3:30])[CH:12]=3)[C:3]=12.[C:44]([OH:51])(=[O:50])/[CH:45]=[CH:46]\[C:47]([OH:49])=[O:48]. Product: [C:44]([OH:51])(=[O:50])/[CH:45]=[CH:46]\[C:47]([OH:49])=[O:48].[C:44]([OH:51])(=[O:50])/[CH:45]=[CH:46]\[C:47]([OH:49])=[O:48].[C:44]([OH:51])(=[O:50])/[CH:45]=[CH:46]\[C:47]([OH:49])=[O:48].[NH2:1][C:2]1[N:7]=[CH:6][N:5]=[C:4]2[N:8]([C@H:31]3[CH2:36][CH2:35][C@H:34]([N:37]4[CH2:38][CH2:39][N:40]([CH3:43])[CH2:41][CH2:42]4)[CH2:33][CH2:32]3)[N:9]=[C:10]([C:11]3[CH:16]=[CH:15][C:14]([NH:17][C:18]([C:20]4[NH:21][C:22]5[C:27]([CH:28]=4)=[CH:26][CH:25]=[CH:24][CH:23]=5)=[O:19])=[C:13]([O:29][CH3:30])[CH:12]=3)[C:3]=12. The catalyst class is: 13. (6) Reactant: [Cl:1][C:2]1[CH:3]=[C:4]([CH:8]=[C:9]([Cl:12])[C:10]=1[F:11])[C:5](O)=[O:6].S(Cl)([Cl:15])=O. Product: [Cl:1][C:2]1[CH:3]=[C:4]([CH:8]=[C:9]([Cl:12])[C:10]=1[F:11])[C:5]([Cl:15])=[O:6]. The catalyst class is: 3. (7) Reactant: [OH:1][C:2]1[CH:53]=[CH:52][C:5]([C:6]([O:8][C:9]2[CH:29]=[CH:28][C:27]([O:30][C:31](=[O:51])[C:32]3[CH:37]=[CH:36][C:35]([O:38][CH2:39][CH2:40][CH2:41][CH2:42][CH2:43][CH2:44][O:45][C:46](=[O:50])[C:47]([CH3:49])=[CH2:48])=[CH:34][CH:33]=3)=[CH:26][C:10]=2[C:11]([O:13][CH2:14][CH2:15][CH2:16][CH2:17][CH2:18][CH2:19][O:20][C:21](=[O:25])[C:22]([CH3:24])=[CH2:23])=[O:12])=[O:7])=[CH:4][CH:3]=1.C([C:56]1[CH:64]=[CH:63][C:59]([C:60](O)=[O:61])=CC=1)#N.C1CCC(N=C=NC2CCCCC2)CC1. Product: [C:46]([O:45][CH2:44][CH2:43][CH2:42][CH2:41][CH2:40][CH2:39][O:38][C:35]1[CH:36]=[CH:37][C:32]([C:31]([O:30][C:27]2[CH:28]=[CH:29][C:9]([O:8][C:6](=[O:7])[C:5]3[CH:4]=[CH:3][C:2]([O:1][CH:60]4[CH2:59][CH2:63][CH2:64][CH2:56][O:61]4)=[CH:53][CH:52]=3)=[C:10]([CH:26]=2)[C:11]([O:13][CH2:14][CH2:15][CH2:16][CH2:17][CH2:18][CH2:19][O:20][C:21](=[O:25])[C:22]([CH3:24])=[CH2:23])=[O:12])=[O:51])=[CH:33][CH:34]=1)(=[O:50])[C:47]([CH3:49])=[CH2:48]. The catalyst class is: 79.